Dataset: Forward reaction prediction with 1.9M reactions from USPTO patents (1976-2016). Task: Predict the product of the given reaction. Given the reactants [NH2:1][C:2]1[CH:7]=[CH:6][C:5]([C:8]([F:11])([F:10])[F:9])=[CH:4][N:3]=1.[CH2:12]([S:14][C:15]1[CH:23]=[CH:22][CH:21]=[CH:20][C:16]=1[C:17](O)=[O:18])[CH3:13].CCN=C=NCCCN(C)C.Cl.C1C=CC2N(O)N=NC=2C=1.C(=O)(O)[O-].[Na+], predict the reaction product. The product is: [CH2:12]([S:14][C:15]1[CH:23]=[CH:22][CH:21]=[CH:20][C:16]=1[C:17]([NH:1][C:2]1[CH:7]=[CH:6][C:5]([C:8]([F:9])([F:11])[F:10])=[CH:4][N:3]=1)=[O:18])[CH3:13].